Dataset: Reaction yield outcomes from USPTO patents with 853,638 reactions. Task: Predict the reaction yield, written as a fraction of the theoretical maximum amount of product (1.0 means a 100% yield; for example, 0.34 means a 34% yield). (1) The reactants are Br[C:2]1[CH:7]=[C:6]([O:8][CH2:9][CH3:10])[C:5]([C:11]([F:14])([F:13])[F:12])=[CH:4][C:3]=1[N+:15]([O-:17])=[O:16].[C:18]([Cu])#[N:19].Cl. The catalyst is CN1C(=O)CCC1. The product is [CH2:9]([O:8][C:6]1[C:5]([C:11]([F:14])([F:13])[F:12])=[CH:4][C:3]([N+:15]([O-:17])=[O:16])=[C:2]([CH:7]=1)[C:18]#[N:19])[CH3:10]. The yield is 0.910. (2) The reactants are C[O:2][C:3]1[N:8]=[C:7]([C:9]([NH:11][CH2:12][CH:13]2[CH2:18][CH2:17][O:16][CH2:15][CH2:14]2)=[O:10])[C:6]([NH:19][C:20]([C:22]2[C:31]3[C:26](=[CH:27][CH:28]=[CH:29][CH:30]=3)[C:25]([CH2:32][N:33]3[CH:37]=[CH:36][N:35]=[N:34]3)=[CH:24][CH:23]=2)=[O:21])=[N:5][CH:4]=1.Cl.N1C=CC=CC=1. The catalyst is O. The product is [OH:2][C:3]1[N:8]=[C:7]([C:9]([NH:11][CH2:12][CH:13]2[CH2:18][CH2:17][O:16][CH2:15][CH2:14]2)=[O:10])[C:6]([NH:19][C:20]([C:22]2[C:31]3[C:26](=[CH:27][CH:28]=[CH:29][CH:30]=3)[C:25]([CH2:32][N:33]3[CH:37]=[CH:36][N:35]=[N:34]3)=[CH:24][CH:23]=2)=[O:21])=[N:5][CH:4]=1. The yield is 0.110.